From a dataset of NCI-60 drug combinations with 297,098 pairs across 59 cell lines. Regression. Given two drug SMILES strings and cell line genomic features, predict the synergy score measuring deviation from expected non-interaction effect. Drug 2: CCC1(C2=C(COC1=O)C(=O)N3CC4=CC5=C(C=CC(=C5CN(C)C)O)N=C4C3=C2)O.Cl. Synergy scores: CSS=52.0, Synergy_ZIP=-4.22, Synergy_Bliss=0.219, Synergy_Loewe=0.528, Synergy_HSA=1.32. Cell line: HCT-15. Drug 1: CC1=C(N=C(N=C1N)C(CC(=O)N)NCC(C(=O)N)N)C(=O)NC(C(C2=CN=CN2)OC3C(C(C(C(O3)CO)O)O)OC4C(C(C(C(O4)CO)O)OC(=O)N)O)C(=O)NC(C)C(C(C)C(=O)NC(C(C)O)C(=O)NCCC5=NC(=CS5)C6=NC(=CS6)C(=O)NCCC[S+](C)C)O.